From a dataset of NCI-60 drug combinations with 297,098 pairs across 59 cell lines. Regression. Given two drug SMILES strings and cell line genomic features, predict the synergy score measuring deviation from expected non-interaction effect. (1) Drug 1: C1=CC=C(C=C1)NC(=O)CCCCCCC(=O)NO. Drug 2: CC1CCC2CC(C(=CC=CC=CC(CC(C(=O)C(C(C(=CC(C(=O)CC(OC(=O)C3CCCCN3C(=O)C(=O)C1(O2)O)C(C)CC4CCC(C(C4)OC)OP(=O)(C)C)C)C)O)OC)C)C)C)OC. Cell line: HT29. Synergy scores: CSS=65.5, Synergy_ZIP=0.930, Synergy_Bliss=2.62, Synergy_Loewe=6.43, Synergy_HSA=7.49. (2) Drug 1: CCCCCOC(=O)NC1=NC(=O)N(C=C1F)C2C(C(C(O2)C)O)O. Drug 2: CS(=O)(=O)CCNCC1=CC=C(O1)C2=CC3=C(C=C2)N=CN=C3NC4=CC(=C(C=C4)OCC5=CC(=CC=C5)F)Cl. Cell line: HCC-2998. Synergy scores: CSS=-2.48, Synergy_ZIP=3.22, Synergy_Bliss=4.31, Synergy_Loewe=-2.38, Synergy_HSA=-2.10. (3) Drug 1: CC1=C2C(C(=O)C3(C(CC4C(C3C(C(C2(C)C)(CC1OC(=O)C(C(C5=CC=CC=C5)NC(=O)OC(C)(C)C)O)O)OC(=O)C6=CC=CC=C6)(CO4)OC(=O)C)O)C)O. Drug 2: CCC1(C2=C(COC1=O)C(=O)N3CC4=CC5=C(C=CC(=C5CN(C)C)O)N=C4C3=C2)O.Cl. Cell line: MOLT-4. Synergy scores: CSS=64.7, Synergy_ZIP=-1.24, Synergy_Bliss=-2.48, Synergy_Loewe=-3.58, Synergy_HSA=-2.33. (4) Drug 1: C1CNP(=O)(OC1)N(CCCl)CCCl. Drug 2: C1CC(CNC1)C2=CC=C(C=C2)N3C=C4C=CC=C(C4=N3)C(=O)N. Cell line: HCT116. Synergy scores: CSS=35.5, Synergy_ZIP=2.98, Synergy_Bliss=3.37, Synergy_Loewe=-14.4, Synergy_HSA=3.91.